This data is from Full USPTO retrosynthesis dataset with 1.9M reactions from patents (1976-2016). The task is: Predict the reactants needed to synthesize the given product. (1) Given the product [CH3:14][Si:13]([CH3:16])([CH3:15])[CH2:12][CH2:11][O:10][CH2:9][N:3]1[CH:7]=[CH:6][N:5]=[CH:4]1, predict the reactants needed to synthesize it. The reactants are: [H-].[Na+].[NH:3]1[CH:7]=[CH:6][N:5]=[CH:4]1.Cl[CH2:9][O:10][CH2:11][CH2:12][Si:13]([CH3:16])([CH3:15])[CH3:14]. (2) The reactants are: [CH:1]1([CH2:4][N:5]2[CH2:30][CH2:29][C@:12]34[C:13]5[C:14]6[O:28][C@H:11]3[C@@H:10]([CH2:31][N:32]3[CH:36]=[CH:35][N:34]=[CH:33]3)[CH2:9][CH2:8][C@@:7]4([OH:37])[C@H:6]2[CH2:19][C:18]=5[CH:17]=[CH:16][C:15]=6[O:20]CC2C=CC=CC=2)[CH2:3][CH2:2]1. Given the product [CH:1]1([CH2:4][N:5]2[CH2:30][CH2:29][C@:12]34[C:13]5[C:14]6[O:28][C@H:11]3[C@@H:10]([CH2:31][N:32]3[CH:36]=[CH:35][N:34]=[CH:33]3)[CH2:9][CH2:8][C@@:7]4([OH:37])[C@H:6]2[CH2:19][C:18]=5[CH:17]=[CH:16][C:15]=6[OH:20])[CH2:3][CH2:2]1, predict the reactants needed to synthesize it. (3) Given the product [C:3]([O:7][C:8]([N:10]([CH2:38][C:39]1[CH:48]=[CH:47][C:42]2[O:43][CH2:44][CH2:45][O:46][C:41]=2[CH:40]=1)[CH:11]1[CH2:12][CH2:13][N:14]([CH2:17][CH2:18][N:19]2[C:28]3[C:23](=[CH:24][CH:25]=[C:26]([C:29]([OH:31])=[O:30])[CH:27]=3)[C:22]([CH3:36])=[CH:21][C:20]2=[O:37])[CH2:15][CH2:16]1)=[O:9])([CH3:4])([CH3:5])[CH3:6], predict the reactants needed to synthesize it. The reactants are: CO.[C:3]([O:7][C:8]([N:10]([CH2:38][C:39]1[CH:48]=[CH:47][C:42]2[O:43][CH2:44][CH2:45][O:46][C:41]=2[CH:40]=1)[CH:11]1[CH2:16][CH2:15][N:14]([CH2:17][CH2:18][N:19]2[C:28]3[C:23](=[CH:24][CH:25]=[C:26]([C:29]([O:31]CCCC)=[O:30])[CH:27]=3)[C:22]([CH3:36])=[CH:21][C:20]2=[O:37])[CH2:13][CH2:12]1)=[O:9])([CH3:6])([CH3:5])[CH3:4].O.[OH-].[Li+]. (4) Given the product [N:28]1([C:24]([C:22]2[N:21]=[N:20][N:19]([C:16]3[CH:17]=[CH:18][C:13]([O:12][CH:9]4[CH2:8][CH2:7][N:6]([CH:2]5[CH2:3][CH2:4][CH2:5]5)[CH2:11][CH2:10]4)=[CH:14][CH:15]=3)[CH:23]=2)=[O:25])[CH2:31][CH2:30][CH2:29]1, predict the reactants needed to synthesize it. The reactants are: Cl.[CH:2]1([N:6]2[CH2:11][CH2:10][CH:9]([O:12][C:13]3[CH:18]=[CH:17][C:16]([N:19]4[CH:23]=[C:22]([C:24](O)=[O:25])[N:21]=[N:20]4)=[CH:15][CH:14]=3)[CH2:8][CH2:7]2)[CH2:5][CH2:4][CH2:3]1.Cl.[NH:28]1[CH2:31][CH2:30][CH2:29]1.Cl.CN(C)CCCN=C=NCC.O.ON1C2C=CC=CC=2N=N1.C(=O)([O-])O.[Na+]. (5) Given the product [CH3:21][O:22][CH2:23][O:10][C:8]1[CH:7]=[CH:6][CH:5]=[C:4]([C:2](=[O:3])[CH3:1])[CH:9]=1, predict the reactants needed to synthesize it. The reactants are: [CH3:1][C:2]([C:4]1[CH:5]=[CH:6][CH:7]=[C:8]([OH:10])[CH:9]=1)=[O:3].C(N(CC)C(C)C)(C)C.Cl[CH2:21][O:22][CH3:23]. (6) Given the product [Cl:35][CH2:2][C:3]1[CH:12]=[CH:11][C:10]2[C:5](=[CH:6][C:7]3[CH2:32][C@:14]4([C:22]5[C:17](=[N:18][CH:19]=[CH:20][CH:21]=5)[N:16]([CH2:23][O:24][CH2:25][CH2:26][Si:27]([CH3:30])([CH3:29])[CH3:28])[C:15]4=[O:31])[CH2:13][C:8]=3[CH:9]=2)[N:4]=1, predict the reactants needed to synthesize it. The reactants are: O[CH2:2][C:3]1[CH:12]=[CH:11][C:10]2[C:5](=[CH:6][C:7]3[CH2:32][C@:14]4([C:22]5[C:17](=[N:18][CH:19]=[CH:20][CH:21]=5)[N:16]([CH2:23][O:24][CH2:25][CH2:26][Si:27]([CH3:30])([CH3:29])[CH3:28])[C:15]4=[O:31])[CH2:13][C:8]=3[CH:9]=2)[N:4]=1.S(Cl)([Cl:35])=O.